From a dataset of Full USPTO retrosynthesis dataset with 1.9M reactions from patents (1976-2016). Predict the reactants needed to synthesize the given product. (1) Given the product [CH3:7][C:8]1[CH:16]=[CH:15][C:11]([C:12]([N:39]2[CH2:40][CH2:41][N:36]([C:31]3[CH:32]=[CH:33][CH:34]=[CH:35][N:30]=3)[CH2:37][CH2:38]2)=[O:14])=[CH:10][C:9]=1[NH:17][C:18]1[N:23]=[C:22]([C:24]2[CH:25]=[N:26][CH:27]=[CH:28][CH:29]=2)[CH:21]=[CH:20][N:19]=1, predict the reactants needed to synthesize it. The reactants are: CCCP(=O)=O.[CH3:7][C:8]1[CH:16]=[CH:15][C:11]([C:12]([OH:14])=O)=[CH:10][C:9]=1[NH:17][C:18]1[N:23]=[C:22]([C:24]2[CH:25]=[N:26][CH:27]=[CH:28][CH:29]=2)[CH:21]=[CH:20][N:19]=1.[N:30]1[CH:35]=[CH:34][CH:33]=[CH:32][C:31]=1[N:36]1[CH2:41][CH2:40][NH:39][CH2:38][CH2:37]1.C(N(CC)CC)C.C(=O)([O-])O.[Na+]. (2) The reactants are: [OH:1][C:2]1[C:10]([CH:11]2[C:19]3[CH:18]=[C:17]4[O:20][CH2:21][CH2:22][O:23][C:16]4=[CH:15][C:14]=3[N:13]([CH2:24][C@H:25]3[CH2:29][CH2:28][CH2:27][O:26]3)[C:12]2=[O:30])=[CH:9][C:5]2[CH2:6][CH2:7][O:8][C:4]=2[CH:3]=1.[C:31]1(C(C2C=CC=CC=2)N2C3C(=CC=CC=3)C(C3C=C(C)C(OC)=CC=3O)C2=O)C=CC=CC=1. Given the product [O:26]1[CH2:27][CH2:28][CH2:29][C@@H:25]1[CH2:24][N:13]1[C:14]2[CH:15]=[C:16]3[O:23][CH2:22][CH2:21][O:20][C:17]3=[CH:18][C:19]=2[C:11]2([C:10]3=[CH:9][C:5]4[CH2:6][CH2:7][O:8][C:4]=4[CH:3]=[C:2]3[O:1][CH2:31]2)[C:12]1=[O:30], predict the reactants needed to synthesize it. (3) Given the product [Cl:1][C:2]1[C:10]2[N:9]=[C:8]([NH:11][C:12]3[C:17]([CH3:18])=[CH:16][C:15]([Cl:19])=[CH:14][C:13]=3[O:20][CH3:21])[N:7]([CH3:22])[C:6]=2[C:5]([C:23]([CH:27]([CH3:29])[CH3:28])=[C:24]([CH3:25])[CH3:26])=[CH:4][CH:3]=1, predict the reactants needed to synthesize it. The reactants are: [Cl:1][C:2]1[C:10]2[N:9]=[C:8]([NH:11][C:12]3[C:17]([CH3:18])=[CH:16][C:15]([Cl:19])=[CH:14][C:13]=3[O:20][CH3:21])[N:7]([CH3:22])[C:6]=2[C:5]([C:23](O)([CH:27]([CH3:29])[CH3:28])[CH:24]([CH3:26])[CH3:25])=[CH:4][CH:3]=1. (4) The reactants are: [NH2:1][C:2]([C:4]1[CH:9]=[C:8]([C:10]([NH:12][CH2:13][C:14]([CH3:17])([CH3:16])[CH3:15])=[O:11])[CH:7]=[CH:6][C:5]=1[C:18]1[C:23]([CH3:24])=[C:22]([F:25])[CH:21]=[C:20]([C:26]([OH:28])=O)[CH:19]=1)=[O:3].CN(C(ON1N=NC2C=CC=CC1=2)=[N+](C)C)C.F[P-](F)(F)(F)(F)F.CCN(CC)CC.[NH2:60][CH2:61][C@@H:62]([OH:64])[CH3:63]. Given the product [CH3:15][C:14]([CH3:17])([CH3:16])[CH2:13][NH:12][C:10]([C:8]1[CH:9]=[C:4]([C:2]([NH2:1])=[O:3])[C:5]([C:18]2[C:23]([CH3:24])=[C:22]([F:25])[CH:21]=[C:20]([C:26]([NH:60][CH2:61][C@@H:62]([OH:64])[CH3:63])=[O:28])[CH:19]=2)=[CH:6][CH:7]=1)=[O:11], predict the reactants needed to synthesize it. (5) Given the product [CH3:13][O:14][C:15]([C:17]1[S:18][C:19]([C:31]#[C:32][C:33]([CH3:36])([CH3:35])[CH3:34])=[CH:20][C:21]=1[NH:22][CH:23]1[CH2:30][CH2:29][C:26]([OH:28])([CH2:27][O:1][CH:2]2[CH2:6][CH2:5][O:4][CH2:3]2)[CH2:25][CH2:24]1)=[O:16], predict the reactants needed to synthesize it. The reactants are: [OH:1][C@H:2]1[CH2:6][CH2:5][O:4][CH2:3]1.CC([O-])(C)C.[K+].[CH3:13][O:14][C:15]([C:17]1[S:18][C:19]([C:31]#[C:32][C:33]([CH3:36])([CH3:35])[CH3:34])=[CH:20][C:21]=1[NH:22][CH:23]1[CH2:30][CH2:29][C:26]2([O:28][CH2:27]2)[CH2:25][CH2:24]1)=[O:16].C(O)(=O)CC(CC(O)=O)(C(O)=O)O.C[Si](C=[N+]=[N-])(C)C. (6) Given the product [CH3:33][O:34][C:35]1[CH:36]=[C:37]([C:2]2[N:11]=[C:10]([O:12][CH2:13][C@H:14]3[O:19][CH2:18][CH2:17][N:16]([C:20]([O:22][C:23]([CH3:26])([CH3:25])[CH3:24])=[O:21])[CH2:15]3)[C:9]3[C:4](=[N:5][CH:6]=[CH:7][N:8]=3)[CH:3]=2)[CH:38]=[CH:39][C:40]=1[O:41][CH3:42], predict the reactants needed to synthesize it. The reactants are: Cl[C:2]1[N:11]=[C:10]([O:12][CH2:13][C@H:14]2[O:19][CH2:18][CH2:17][N:16]([C:20]([O:22][C:23]([CH3:26])([CH3:25])[CH3:24])=[O:21])[CH2:15]2)[C:9]2[C:4](=[N:5][CH:6]=[CH:7][N:8]=2)[CH:3]=1.C([O-])([O-])=O.[Cs+].[Cs+].[CH3:33][O:34][C:35]1[CH:36]=[C:37](B(O)O)[CH:38]=[CH:39][C:40]=1[O:41][CH3:42]. (7) The reactants are: [ClH:1].[CH2:2]1[C:11]2[C:6](=[CH:7][CH:8]=[CH:9][CH:10]=2)[CH2:5][C@H:4]([C:12]([O:14][CH3:15])=[O:13])[NH:3]1.C1C2C(=CC=CC=2)C[C@@H](C(O)=O)N1. Given the product [ClH:1].[CH2:2]1[C:11]2[C:6](=[CH:7][CH:8]=[CH:9][CH:10]=2)[CH2:5][C@@H:4]([C:12]([O:14][CH3:15])=[O:13])[NH:3]1, predict the reactants needed to synthesize it.